Task: Predict the product of the given reaction.. Dataset: Forward reaction prediction with 1.9M reactions from USPTO patents (1976-2016) (1) Given the reactants [CH:1]([C:4]1[N:5]=[C:6]([C:12]2[CH:17]=[CH:16][C:15]([C:18]([F:21])([F:20])[F:19])=[CH:14][CH:13]=2)[S:7][C:8]=1[C:9](O)=[O:10])([CH3:3])[CH3:2].[CH3:22][O:23][C:24](=[O:35])[CH2:25][CH2:26][C:27]1[CH:32]=[CH:31][C:30]([NH2:33])=[CH:29][C:28]=1[CH3:34].CCN=C=NCCCN(C)C, predict the reaction product. The product is: [CH3:22][O:23][C:24](=[O:35])[CH2:25][CH2:26][C:27]1[CH:32]=[CH:31][C:30]([NH:33][C:9]([C:8]2[S:7][C:6]([C:12]3[CH:13]=[CH:14][C:15]([C:18]([F:21])([F:19])[F:20])=[CH:16][CH:17]=3)=[N:5][C:4]=2[CH:1]([CH3:3])[CH3:2])=[O:10])=[CH:29][C:28]=1[CH3:34]. (2) Given the reactants [F:1][CH:2]([F:10])[C:3]1[CH:8]=[CH:7][N:6]=[C:5](O)[N:4]=1.O.P(Cl)(Cl)([Cl:14])=O, predict the reaction product. The product is: [Cl:14][C:5]1[N:4]=[C:3]([CH:2]([F:10])[F:1])[CH:8]=[CH:7][N:6]=1.